From a dataset of Full USPTO retrosynthesis dataset with 1.9M reactions from patents (1976-2016). Predict the reactants needed to synthesize the given product. The reactants are: [N:1]1([C:5](=[O:15])[CH2:6][C:7]2[CH:12]=[CH:11][C:10]([OH:13])=[C:9]([F:14])[CH:8]=2)[CH2:4][CH2:3][CH2:2]1.[CH:16]([C:19]1[N:23]=[C:22]([N:24]2[CH2:29][CH2:28][CH:27]([C@H:30]3[CH2:32][C@H:31]3[CH2:33][CH2:34]O)[CH2:26][CH2:25]2)[O:21][N:20]=1)([CH3:18])[CH3:17].C1(P(C2C=CC=CC=2)C2C=CC=CC=2)C=CC=CC=1.N(C(OC(C)(C)C)=O)=NC(OC(C)(C)C)=O. Given the product [N:1]1([C:5](=[O:15])[CH2:6][C:7]2[CH:12]=[CH:11][C:10]([O:13][CH2:34][CH2:33][C@@H:31]3[CH2:32][C@@H:30]3[CH:27]3[CH2:26][CH2:25][N:24]([C:22]4[O:21][N:20]=[C:19]([CH:16]([CH3:17])[CH3:18])[N:23]=4)[CH2:29][CH2:28]3)=[C:9]([F:14])[CH:8]=2)[CH2:4][CH2:3][CH2:2]1, predict the reactants needed to synthesize it.